This data is from Reaction yield outcomes from USPTO patents with 853,638 reactions. The task is: Predict the reaction yield, written as a fraction of the theoretical maximum amount of product (1.0 means a 100% yield; for example, 0.34 means a 34% yield). The reactants are [C:1]([O:4][C@H:5]1[C@H:9]([O:10][C:11](=[O:13])[CH3:12])[C@@H:8]([CH2:14][OH:15])[O:7][C@H:6]1[N:16]1[CH:24]=[N:23][C:22]2[C:17]1=[N:18][CH:19]=[N:20][C:21]=2[NH:25][C@@H:26]1[C:34]2[C:29](=[CH:30][CH:31]=[CH:32][CH:33]=2)[CH2:28][CH2:27]1)(=[O:3])[CH3:2].C(N(CC)CC)C.Cl[S:43]([NH2:46])(=[O:45])=[O:44]. The catalyst is C(Cl)Cl.C(#N)C. The product is [C:11]([O:10][C@H:9]1[C@H:5]([O:4][C:1](=[O:3])[CH3:2])[C@H:6]([N:16]2[CH:24]=[N:23][C:22]3[C:17]2=[N:18][CH:19]=[N:20][C:21]=3[NH:25][C@@H:26]2[C:34]3[C:29](=[CH:30][CH:31]=[CH:32][CH:33]=3)[CH2:28][CH2:27]2)[O:7][C@@H:8]1[CH2:14][O:15][S:43]([NH2:46])(=[O:45])=[O:44])(=[O:13])[CH3:12]. The yield is 0.480.